This data is from Forward reaction prediction with 1.9M reactions from USPTO patents (1976-2016). The task is: Predict the product of the given reaction. (1) Given the reactants [CH2:1]([O:3][C:4](=[O:18])[C@@H:5]1[CH2:9][C@H:8](O)[CH2:7][N:6]1C(OC(C)(C)C)=O)[CH3:2].C([N:21]([CH2:24]C)CC)C.C1(C)C=CC(S([Cl:35])(=O)=[O:33])=CC=1.Cl.[C-]#N.[K+], predict the reaction product. The product is: [ClH:35].[C:24]([C@H:8]1[CH2:7][NH:6][C@H:5]([C:4]([O:3][CH2:1][CH3:2])=[O:18])[CH2:9]1)(=[O:33])[NH2:21]. (2) Given the reactants [Br:1][C:2]1[C:7]([CH:8]=[O:9])=[C:6]([OH:10])[C:5]([O:11][CH3:12])=[CH:4][CH:3]=1.C(N(CC)CC)C.[CH3:20][S:21](Cl)(=[O:23])=[O:22].O, predict the reaction product. The product is: [CH3:20][S:21]([O:10][C:6]1[C:5]([O:11][CH3:12])=[CH:4][CH:3]=[C:2]([Br:1])[C:7]=1[CH:8]=[O:9])(=[O:23])=[O:22].[Br:1][C:2]1[C:7]2[CH:8]=[CH:20][S:21](=[O:23])(=[O:22])[O:10][C:6]=2[C:5]([O:11][CH3:12])=[CH:4][CH:3]=1. (3) Given the reactants [NH2:1][C:2]1[CH:3]=[CH:4][C:5]([F:19])=[C:6]([C@:8]2([CH3:18])[C:14]([F:16])([F:15])[CH2:13][O:12][CH2:11][C:10]([NH2:17])=[N:9]2)[CH:7]=1.[F:20][CH2:21][O:22][C:23]1[CH:24]=[CH:25][C:26]([C:29]([OH:31])=[O:30])=[N:27][CH:28]=1, predict the reaction product. The product is: [CH:29]([OH:31])=[O:30].[NH2:17][C:10]1[CH2:11][O:12][CH2:13][C:14]([F:15])([F:16])[C@:8]([C:6]2[CH:7]=[C:2]([NH:1][C:29](=[O:30])[C:26]3[CH:25]=[CH:24][C:23]([O:22][CH2:21][F:20])=[CH:28][N:27]=3)[CH:3]=[CH:4][C:5]=2[F:19])([CH3:18])[N:9]=1. (4) Given the reactants [NH2:1][C:2]1[C:10]([O:11][CH3:12])=[CH:9][C:8]([Cl:13])=[CH:7][C:3]=1[C:4]([OH:6])=[O:5].Cl[C:15](Cl)([O:17]C(=O)OC(Cl)(Cl)Cl)Cl.C(OCC)C, predict the reaction product. The product is: [Cl:13][C:8]1[CH:9]=[C:10]([O:11][CH3:12])[C:2]2[NH:1][C:15](=[O:17])[O:5][C:4](=[O:6])[C:3]=2[CH:7]=1.